Dataset: Catalyst prediction with 721,799 reactions and 888 catalyst types from USPTO. Task: Predict which catalyst facilitates the given reaction. Reactant: [Cl:1][C:2]1[CH:3]=[CH:4][C:5]([O:10][CH2:11][CH:12]([CH3:14])[CH3:13])=[C:6]([CH:9]=1)C=O.C1C=C(Cl)C=C(C(OO)=[O:23])C=1.[OH-].[Na+].Cl. Product: [Cl:1][C:2]1[CH:3]=[CH:4][C:5]([O:10][CH2:11][CH:12]([CH3:14])[CH3:13])=[C:6]([OH:23])[CH:9]=1. The catalyst class is: 4.